From a dataset of Reaction yield outcomes from USPTO patents with 853,638 reactions. Predict the reaction yield, written as a fraction of the theoretical maximum amount of product (1.0 means a 100% yield; for example, 0.34 means a 34% yield). The reactants are [NH2:1][C:2]1[C:3]([C:8]([O:10][CH3:11])=[O:9])=[N:4][CH:5]=[CH:6][N:7]=1.[Br:12]N1C(=O)CCC1=O. The catalyst is CC#N. The product is [NH2:1][C:2]1[C:3]([C:8]([O:10][CH3:11])=[O:9])=[N:4][C:5]([Br:12])=[CH:6][N:7]=1. The yield is 0.920.